This data is from Full USPTO retrosynthesis dataset with 1.9M reactions from patents (1976-2016). The task is: Predict the reactants needed to synthesize the given product. (1) Given the product [Cl:1][C:2]1[CH:11]=[CH:10][C:5]2[S:6][C:7]([CH:20]=[O:21])=[C:8]([CH3:9])[C:4]=2[CH:3]=1, predict the reactants needed to synthesize it. The reactants are: [Cl:1][C:2]1[CH:11]=[CH:10][C:5]2[S:6][CH:7]=[C:8]([CH3:9])[C:4]=2[CH:3]=1.C([Li])CCC.CN([CH:20]=[O:21])C.[NH4+].[Cl-]. (2) Given the product [CH3:21][O:22][C:23](=[O:31])[C:24]1[CH:29]=[CH:28][CH:27]=[CH:26][C:25]=1[NH:14][C:13]1[N:9]([C:3]2[C:4]([CH3:8])=[CH:5][CH:6]=[CH:7][C:2]=2[F:1])[N:10]=[C:11]([CH3:15])[CH:12]=1, predict the reactants needed to synthesize it. The reactants are: [F:1][C:2]1[CH:7]=[CH:6][CH:5]=[C:4]([CH3:8])[C:3]=1[N:9]1[C:13]([NH2:14])=[CH:12][C:11]([CH3:15])=[N:10]1.CCOCC.[CH3:21][O:22][C:23](=[O:31])[C:24]1[CH:29]=[CH:28][CH:27]=[CH:26][C:25]=1Br.C(=O)([O-])[O-].[Cs+].[Cs+]. (3) Given the product [C:5]([C:7]1[CH:12]=[CH:11][C:10]([NH:13][C@@H:14]([C:18]([N:30]([CH3:29])[CH3:1])=[O:20])[CH:15]([CH3:16])[CH3:17])=[CH:9][C:8]=1[C:21]([F:24])([F:23])[F:22])#[N:6], predict the reactants needed to synthesize it. The reactants are: [CH2:1](Cl)CCl.[C:5]([C:7]1[CH:12]=[CH:11][C:10]([NH:13][C@@H:14]([C:18]([OH:20])=O)[CH:15]([CH3:17])[CH3:16])=[CH:9][C:8]=1[C:21]([F:24])([F:23])[F:22])#[N:6].FC(F)(F)C1C=C(F)C=CC=1[C:29]#[N:30]. (4) Given the product [CH2:1]([O:3][C:4](=[O:15])[CH2:5][CH2:6][C:7]1[CH:12]=[CH:11][C:10]([CH2:13][Cl:27])=[CH:9][CH:8]=1)[CH3:2], predict the reactants needed to synthesize it. The reactants are: [CH2:1]([O:3][C:4](=[O:15])[CH2:5][CH2:6][C:7]1[CH:12]=[CH:11][C:10]([CH2:13]O)=[CH:9][CH:8]=1)[CH3:2].C(N(CC)CC)C.S([Cl:27])(C)(=O)=O. (5) Given the product [C:23]([O:27][C:28]([N:30]1[CH2:35][CH2:34][CH:33]([CH2:36][CH2:37][CH2:38][CH:39]=[O:40])[CH2:32][CH2:31]1)=[O:29])([CH3:26])([CH3:25])[CH3:24], predict the reactants needed to synthesize it. The reactants are: CC(OI1(OC(C)=O)(OC(C)=O)OC(=O)C2C=CC=CC1=2)=O.[C:23]([O:27][C:28]([N:30]1[CH2:35][CH2:34][CH:33]([CH2:36][CH2:37][CH2:38][CH2:39][OH:40])[CH2:32][CH2:31]1)=[O:29])([CH3:26])([CH3:25])[CH3:24].